Dataset: Reaction yield outcomes from USPTO patents with 853,638 reactions. Task: Predict the reaction yield, written as a fraction of the theoretical maximum amount of product (1.0 means a 100% yield; for example, 0.34 means a 34% yield). (1) The reactants are Br[C:2]1[N:7]=[C:6]([O:8][CH3:9])[C:5]([NH2:10])=[CH:4][CH:3]=1.[CH3:11][N:12]1[CH:16]=[C:15](B2OC(C)(C)C(C)(C)O2)[C:14]([CH3:26])=[N:13]1.[F-].[Cs+]. The catalyst is COCCOC.CO.C1C=CC([P]([Pd]([P](C2C=CC=CC=2)(C2C=CC=CC=2)C2C=CC=CC=2)([P](C2C=CC=CC=2)(C2C=CC=CC=2)C2C=CC=CC=2)[P](C2C=CC=CC=2)(C2C=CC=CC=2)C2C=CC=CC=2)(C2C=CC=CC=2)C2C=CC=CC=2)=CC=1. The product is [CH3:11][N:12]1[CH:16]=[C:15]([C:2]2[N:7]=[C:6]([O:8][CH3:9])[C:5]([NH2:10])=[CH:4][CH:3]=2)[C:14]([CH3:26])=[N:13]1. The yield is 0.740. (2) The reactants are [NH2:1][C:2]1[S:3][CH:4]=[C:5]([C:7]2[CH:27]=[CH:26][C:10]([O:11][CH2:12][CH2:13][CH2:14][CH2:15][CH2:16][O:17][C:18]3[CH:25]=[CH:24][C:21]([C:22]#[N:23])=[CH:20][CH:19]=3)=[CH:9][CH:8]=2)[N:6]=1.[H-].[Na+].Br[CH2:31][CH2:32][CH2:33][CH2:34][CH2:35]Br. The catalyst is CN(C)C=O.C(OCC)(=O)C. The product is [N:1]1([C:2]2[S:3][CH:4]=[C:5]([C:7]3[CH:8]=[CH:9][C:10]([O:11][CH2:12][CH2:13][CH2:14][CH2:15][CH2:16][O:17][C:18]4[CH:19]=[CH:20][C:21]([C:22]#[N:23])=[CH:24][CH:25]=4)=[CH:26][CH:27]=3)[N:6]=2)[CH2:35][CH2:34][CH2:33][CH2:32][CH2:31]1. The yield is 0.670.